Predict the reactants needed to synthesize the given product. From a dataset of Full USPTO retrosynthesis dataset with 1.9M reactions from patents (1976-2016). (1) Given the product [Cl:1][C:2]1[CH:7]=[CH:6][CH:5]=[CH:4][C:3]=1[C:8]1[N:9]([CH3:23])[C:10]([C:13]([N:16]([CH3:24])[C:17]2[CH:18]=[CH:19][CH:20]=[CH:21][CH:22]=2)([CH3:15])[CH3:14])=[N:11][N:12]=1, predict the reactants needed to synthesize it. The reactants are: [Cl:1][C:2]1[CH:7]=[CH:6][CH:5]=[CH:4][C:3]=1[C:8]1[N:9]([CH3:23])[C:10]([C:13]([NH:16][C:17]2[CH:22]=[CH:21][CH:20]=[CH:19][CH:18]=2)([CH3:15])[CH3:14])=[N:11][N:12]=1.[CH2:24]=O.S(=O)(=O)(O)O.[BH4-].[Na+].[OH-].[Na+].[Cl-].[Na+]. (2) Given the product [CH:1]1([CH:9]([SiH2:10][O:13][CH3:14])[CH:1]2[CH2:6][CH2:5][CH2:4][CH2:3][CH2:2]2)[CH2:6][CH2:5][CH2:4][CH2:3][CH2:2]1, predict the reactants needed to synthesize it. The reactants are: [CH:1]1([Mg]Cl)[CH2:6][CH2:5][CH2:4][CH2:3][CH2:2]1.[CH3:9][Si:10]([O:13][CH3:14])(Cl)Cl.[Cl-].[NH4+]. (3) The reactants are: [F:1][C:2]([F:23])([F:22])[C@@H:3]([OH:21])[CH2:4][N:5]1[CH2:10][CH2:9][CH2:8][CH:7]([C:11]2[CH:16]=[CH:15][CH:14]=[C:13]([C:17]([F:20])([F:19])[F:18])[CH:12]=2)[CH2:6]1.[Cl:24][C:25]1[CH:30]=[CH:29][C:28]([N:31]=[C:32]=[O:33])=[CH:27][CH:26]=1. Given the product [F:23][C:2]([F:1])([F:22])[C@@H:3]([O:21][C:32](=[O:33])[NH:31][C:28]1[CH:29]=[CH:30][C:25]([Cl:24])=[CH:26][CH:27]=1)[CH2:4][N:5]1[CH2:10][CH2:9][CH2:8][CH:7]([C:11]2[CH:16]=[CH:15][CH:14]=[C:13]([C:17]([F:18])([F:19])[F:20])[CH:12]=2)[CH2:6]1, predict the reactants needed to synthesize it. (4) Given the product [C:39]1([CH2:38][CH2:37][C:36]([N:33]2[CH2:34][CH2:35][CH:30]([CH2:29][N:25]3[C:26]4[C:22](=[CH:21][C:20]([B:10]5[O:11][C:12]([CH3:17])([CH3:18])[C:13]([CH3:15])([CH3:16])[O:14]5)=[CH:28][CH:27]=4)[CH:23]=[CH:24]3)[CH2:31][CH2:32]2)=[O:45])[CH:44]=[CH:43][CH:42]=[CH:41][CH:40]=1, predict the reactants needed to synthesize it. The reactants are: [B:10]1([B:10]2[O:14][C:13]([CH3:16])([CH3:15])[C:12]([CH3:18])([CH3:17])[O:11]2)[O:14][C:13]([CH3:16])([CH3:15])[C:12]([CH3:18])([CH3:17])[O:11]1.Br[C:20]1[CH:21]=[C:22]2[C:26](=[CH:27][CH:28]=1)[N:25]([CH2:29][CH:30]1[CH2:35][CH2:34][N:33]([C:36](=[O:45])[CH2:37][CH2:38][C:39]3[CH:44]=[CH:43][CH:42]=[CH:41][CH:40]=3)[CH2:32][CH2:31]1)[CH:24]=[CH:23]2.C([O-])(=O)C.[K+]. (5) Given the product [CH:1]([O:4][C:5]([N:7]1[CH2:12][CH2:11][CH:10]([O:13][C:14]2[C:19]([CH3:20])=[C:18]([O:29][C:28]3[C:23]([CH3:22])=[N:24][CH:25]=[CH:26][CH:27]=3)[N:17]=[CH:16][N:15]=2)[CH2:9][CH2:8]1)=[O:6])([CH3:3])[CH3:2], predict the reactants needed to synthesize it. The reactants are: [CH:1]([O:4][C:5]([N:7]1[CH2:12][CH2:11][CH:10]([O:13][C:14]2[C:19]([CH3:20])=[C:18](Cl)[N:17]=[CH:16][N:15]=2)[CH2:9][CH2:8]1)=[O:6])([CH3:3])[CH3:2].[CH3:22][C:23]1[C:28]([OH:29])=[CH:27][CH:26]=[CH:25][N:24]=1.C([O-])([O-])=O.[K+].[K+]. (6) The reactants are: [CH3:1][C:2]1([CH3:17])[O:8][C:6](=[O:7])[N:5]([C:9]2[CH:14]=[C:13]([Cl:15])[CH:12]=[C:11]([Cl:16])[CH:10]=2)[C:3]1=[O:4].CC1=N[O:21][C:22](/[C:24]/1=N\NC1C(Cl)=CC=CC=1)=O.C[C@@]1(C2C=CC(OC3C=CC=CC=3)=CC=2)OC(=O)N(NC2C=CC=CC=2)C1=[O:37].CC1ON=C(O)C=1.CC1=NOC(/C/1=N/NC1C=CC=C(Cl)C=1)=O.CC1(COC)OC(=O)N(C2C=C(Cl)C=C(Cl)C=2)C1=O.CC1C(N(N2C(=O)OCC2)C(COC)=O)=C(C)C=CC=1.CC1(C=C)OC(=O)N(C2C=C(Cl)C=C(Cl)C=2)C1=O. Given the product [CH3:24][CH2:22][O:21][C:1]([C:2]1([CH3:17])[O:8][C:6](=[O:7])[N:5]([C:9]2[CH:14]=[C:13]([Cl:15])[CH:12]=[C:11]([Cl:16])[CH:10]=2)[C:3]1=[O:4])=[O:37], predict the reactants needed to synthesize it. (7) The reactants are: [Cl:1][C:2]1[CH:3]=[C:4]([NH:16][C:17]2[C:18]3[N:25]([CH2:26][CH2:27][NH:28]C(=O)OC(C)(C)C)[CH:24]=[CH:23][C:19]=3[N:20]=[CH:21][N:22]=2)[CH:5]=[CH:6][C:7]=1[O:8][C:9]1[CH:10]=[N:11][C:12]([CH3:15])=[CH:13][CH:14]=1. Given the product [ClH:1].[ClH:1].[ClH:1].[NH2:28][CH2:27][CH2:26][N:25]1[C:18]2[C:17]([NH:16][C:4]3[CH:5]=[CH:6][C:7]([O:8][C:9]4[CH:10]=[N:11][C:12]([CH3:15])=[CH:13][CH:14]=4)=[C:2]([Cl:1])[CH:3]=3)=[N:22][CH:21]=[N:20][C:19]=2[CH:23]=[CH:24]1, predict the reactants needed to synthesize it. (8) Given the product [OH:12][C@H:8]([CH2:7][C:1]1[CH:6]=[CH:5][CH:4]=[CH:3][CH:2]=1)[C:9]([OH:11])=[O:10], predict the reactants needed to synthesize it. The reactants are: [C:1]1([CH2:7][C:8](=[O:12])[C:9]([OH:11])=[O:10])[CH:6]=[CH:5][CH:4]=[CH:3][CH:2]=1.C(N(CC)CC)C.C(O)=O.